This data is from Catalyst prediction with 721,799 reactions and 888 catalyst types from USPTO. The task is: Predict which catalyst facilitates the given reaction. (1) Reactant: [P:1]([Cl:5])(Cl)([Cl:3])=[O:2].[C:6]1([OH:16])[C:15]2[C:10](=[CH:11][CH:12]=[CH:13][CH:14]=2)[CH:9]=[CH:8][CH:7]=1.C(N(CC)CC)C. Product: [P:1]([Cl:5])([Cl:3])(=[O:2])[O:16][C:6]1[C:15]2[C:10](=[CH:11][CH:12]=[CH:13][CH:14]=2)[CH:9]=[CH:8][CH:7]=1. The catalyst class is: 27. (2) Reactant: C1(P(=O)(C2C=CC=CC=2)C2C=CC=CC=2)C=CC=CC=1.FC(F)(F)S(OS(C(F)(F)F)(=O)=O)(=O)=O.C([S:43][C:44]([CH3:71])([CH2:68][CH2:69][OH:70])[CH2:45][NH:46][C:47]([C:49]1[NH:50][C:51]2[C:56]([CH:57]=1)=[CH:55][CH:54]=[CH:53][C:52]=2[N:58]([CH3:67])[S:59]([C:62]1[S:63][CH:64]=[CH:65][CH:66]=1)(=[O:61])=[O:60])=O)C1C=CC=CC=1.C(=O)([O-])O.[Na+]. Product: [OH:70][CH2:69][CH2:68][C:44]1([CH3:71])[S:43][C:47]([C:49]2[NH:50][C:51]3[C:56]([CH:57]=2)=[CH:55][CH:54]=[CH:53][C:52]=3[N:58]([CH3:67])[S:59]([C:62]2[S:63][CH:64]=[CH:65][CH:66]=2)(=[O:61])=[O:60])=[N:46][CH2:45]1. The catalyst class is: 10. (3) Reactant: C([N:20]1[CH:24]=[C:23]([CH2:25][CH2:26][CH2:27][NH2:28])[N:22]=[CH:21]1)(C1C=CC=CC=1)(C1C=CC=CC=1)C1C=CC=CC=1.[F:29][C:30]([F:35])([F:34])[C:31]([OH:33])=[O:32]. Product: [F:29][C:30]([F:35])([F:34])[C:31]([O-:33])=[O:32].[F:29][C:30]([F:35])([F:34])[C:31]([O-:33])=[O:32].[NH2:28][CH2:27][CH2:26][CH2:25][C:23]1[N:22]=[CH:21][NH2+:20][CH:24]=1.[NH2:28][CH2:27][CH2:26][CH2:25][C:23]1[N:22]=[CH:21][NH2+:20][CH:24]=1. The catalyst class is: 317. (4) Reactant: [CH3:1][O:2][C:3]1[CH:8]=[CH:7][C:6]([C:9]2[CH:27]=[CH:26][C:12]3[N:13]([C:16]4[CH:21]=[CH:20][C:19]([CH2:22][C:23]([OH:25])=O)=[CH:18][CH:17]=4)[CH:14]=[N:15][C:11]=3[CH:10]=2)=[CH:5][CH:4]=1.[CH3:28][N:29]1[CH2:34][CH2:33][N:32]([CH2:35][C:36]2[CH:41]=[CH:40][C:39]([NH2:42])=[CH:38][C:37]=2[C:43]([F:46])([F:45])[F:44])[CH2:31][CH2:30]1. Product: [CH3:1][O:2][C:3]1[CH:4]=[CH:5][C:6]([C:9]2[CH:27]=[CH:26][C:12]3[N:13]([C:16]4[CH:17]=[CH:18][C:19]([CH2:22][C:23]([NH:42][C:39]5[CH:40]=[CH:41][C:36]([CH2:35][N:32]6[CH2:31][CH2:30][N:29]([CH3:28])[CH2:34][CH2:33]6)=[C:37]([C:43]([F:46])([F:45])[F:44])[CH:38]=5)=[O:25])=[CH:20][CH:21]=4)[CH:14]=[N:15][C:11]=3[CH:10]=2)=[CH:7][CH:8]=1. The catalyst class is: 61. (5) Reactant: [CH3:1][C:2]1[C:23]([N:24]2[C:28]3[CH:29]=[CH:30][CH:31]=[CH:32][C:27]=3[N:26]=[C:25]2[CH3:33])=[CH:22][CH:21]=[CH:20][C:3]=1[CH2:4][NH:5][C:6]1[CH:19]=[CH:18][C:9]2[C@H:10]([CH2:13][C:14]([O:16]C)=[O:15])[CH2:11][O:12][C:8]=2[CH:7]=1.[OH-].[Na+]. Product: [CH3:1][C:2]1[C:23]([N:24]2[C:28]3[CH:29]=[CH:30][CH:31]=[CH:32][C:27]=3[N:26]=[C:25]2[CH3:33])=[CH:22][CH:21]=[CH:20][C:3]=1[CH2:4][NH:5][C:6]1[CH:19]=[CH:18][C:9]2[C@H:10]([CH2:13][C:14]([OH:16])=[O:15])[CH2:11][O:12][C:8]=2[CH:7]=1. The catalyst class is: 83.